From a dataset of Catalyst prediction with 721,799 reactions and 888 catalyst types from USPTO. Predict which catalyst facilitates the given reaction. (1) Reactant: [CH3:1][C:2]([O-:4])=[O:3].[CH3:5][C:6]([O-:8])=[O:7].[Cu+2:9].O.C1(C(O)=O)C=C(C(O)=O)C=C(C(O)=O)C=1.CO. Product: [C:2]([O-:4])(=[O:3])[CH3:1].[Cu+2:9].[C:6]([O-:8])(=[O:7])[CH3:5]. The catalyst class is: 8. (2) Reactant: [C:1]([O:5][C:6]([N:8]1[C:16]2[C:11](=[CH:12][CH:13]=[C:14]([CH2:17][N:18]3[CH2:23][CH2:22][N:21]([CH3:24])[CH2:20][CH2:19]3)[CH:15]=2)[CH:10]=[C:9]1[C:25]1[CH:30]=[C:29](Cl)[N:28]=[N:27][C:26]=1[O:32][CH3:33])=[O:7])([CH3:4])([CH3:3])[CH3:2].[CH3:34][C:35]1[CH:40]=[C:39](B2OC(C)(C)C(C)(C)O2)[CH:38]=[C:37]([CH3:50])[C:36]=1[OH:51].C(=O)([O-])[O-].[Na+].[Na+]. Product: [C:1]([O:5][C:6]([N:8]1[C:16]2[C:11](=[CH:12][CH:13]=[C:14]([CH2:17][N:18]3[CH2:23][CH2:22][N:21]([CH3:24])[CH2:20][CH2:19]3)[CH:15]=2)[CH:10]=[C:9]1[C:25]1[CH:30]=[C:29]([C:39]2[CH:38]=[C:37]([CH3:50])[C:36]([OH:51])=[C:35]([CH3:34])[CH:40]=2)[N:28]=[N:27][C:26]=1[O:32][CH3:33])=[O:7])([CH3:4])([CH3:3])[CH3:2]. The catalyst class is: 437. (3) Reactant: [CH2:1]([O:8][C:9]1[CH:14]=[CH:13][C:12](Br)=[CH:11][C:10]=1[N:16]1[S:20](=[O:22])(=[O:21])[NH:19][C:18](=[O:23])[CH2:17]1)[C:2]1[CH:7]=[CH:6][CH:5]=[CH:4][CH:3]=1.CC1(C)C(C)(C)OB([C:32]2[CH:33]=[C:34]([NH2:38])[CH:35]=[CH:36][CH:37]=2)O1. Product: [NH2:38][C:34]1[CH:33]=[C:32]([C:12]2[CH:13]=[CH:14][C:9]([O:8][CH2:1][C:2]3[CH:7]=[CH:6][CH:5]=[CH:4][CH:3]=3)=[C:10]([N:16]3[S:20](=[O:22])(=[O:21])[NH:19][C:18](=[O:23])[CH2:17]3)[CH:11]=2)[CH:37]=[CH:36][CH:35]=1. The catalyst class is: 276. (4) Reactant: OC1C=CC(CNC(=O)C2C=CC(NC3C4N(C=CN=4)C(C4C=NNC=4)=CN=3)=CC=2)=CC=1.[Br:33][C:34]1[N:39]2[CH:40]=[CH:41][N:42]=[C:38]2[C:37](Br)=[N:36][CH:35]=1.[CH3:44][N:45]([CH2:47][C:48]1[N:49]=[N:50][N:51]([C:53]2[CH:58]=[CH:57][C:56]([NH2:59])=[CH:55][CH:54]=2)[CH:52]=1)[CH3:46].CC([O-])(C)C.[Na+].CC1(C)C2C(=C(P(C3C=CC=CC=3)C3C=CC=CC=3)C=CC=2)OC2C(P(C3C=CC=CC=3)C3C=CC=CC=3)=CC=CC1=2. Product: [Br:33][C:34]1[N:39]2[CH:40]=[CH:41][N:42]=[C:38]2[C:37]([NH:59][C:56]2[CH:55]=[CH:54][C:53]([N:51]3[CH:52]=[C:48]([CH2:47][N:45]([CH3:46])[CH3:44])[N:49]=[N:50]3)=[CH:58][CH:57]=2)=[N:36][CH:35]=1. The catalyst class is: 187. (5) Reactant: [NH4+].[Cl-].[Cl:3][C:4]1[CH:5]=[C:6]([CH:12]([C:36]([F:39])([F:38])[F:37])/[CH:13]=[CH:14]/[C:15]2[CH:32]=[CH:31][C:18]([C:19]([NH:21][CH2:22][C:23](=[O:30])[NH:24][CH2:25][C:26]([F:29])([F:28])[F:27])=[O:20])=[C:17]([N+:33]([O-])=O)[CH:16]=2)[CH:7]=[C:8]([Cl:11])[C:9]=1[F:10].O. Product: [NH2:33][C:17]1[CH:16]=[C:15](/[CH:14]=[CH:13]/[CH:12]([C:6]2[CH:7]=[C:8]([Cl:11])[C:9]([F:10])=[C:4]([Cl:3])[CH:5]=2)[C:36]([F:37])([F:38])[F:39])[CH:32]=[CH:31][C:18]=1[C:19]([NH:21][CH2:22][C:23](=[O:30])[NH:24][CH2:25][C:26]([F:27])([F:28])[F:29])=[O:20]. The catalyst class is: 447. (6) Reactant: [C:1]([C:4]1[CH:35]=[C:34]([CH3:36])[C:7]([O:8][C:9]2[C:10]3[N:26](CC4C=CC=CC=4)[CH:25]=[CH:24][C:11]=3[N:12]=[C:13]([NH:15][C:16]3[CH:23]=[CH:22][C:19]([C:20]#[N:21])=[CH:18][CH:17]=3)[N:14]=2)=[C:6]([CH3:37])[CH:5]=1)(=[O:3])[CH3:2].[Al+3].[Cl-].[Cl-].[Cl-].C(Cl)(Cl)Cl. Product: [C:1]([C:4]1[CH:5]=[C:6]([CH3:37])[C:7]([O:8][C:9]2[C:10]3[NH:26][CH:25]=[CH:24][C:11]=3[N:12]=[C:13]([NH:15][C:16]3[CH:17]=[CH:18][C:19]([C:20]#[N:21])=[CH:22][CH:23]=3)[N:14]=2)=[C:34]([CH3:36])[CH:35]=1)(=[O:3])[CH3:2]. The catalyst class is: 262. (7) Reactant: C(=O)([O-])[O-].[Na+].[Na+].O.[NH2:8][C@H:9]1[CH2:14][CH2:13][C@H:12]([OH:15])[CH2:11][CH2:10]1.[CH3:16][C:17]([O:20][C:21](O[C:21]([O:20][C:17]([CH3:19])([CH3:18])[CH3:16])=[O:22])=[O:22])([CH3:19])[CH3:18]. Product: [C:17]([O:20][C:21]([NH:8][C@H:9]1[CH2:14][CH2:13][C@H:12]([OH:15])[CH2:11][CH2:10]1)=[O:22])([CH3:19])([CH3:18])[CH3:16]. The catalyst class is: 4. (8) Reactant: Cl[C:2]1[N:7]=[CH:6][C:5]([C:8]2[CH:13]=[CH:12][N:11]=[C:10]([NH:14][C:15]3[CH:16]=[C:17]([NH:22][C:23](=[O:34])[C:24]4[CH:29]=[CH:28][CH:27]=[C:26]([C:30]([F:33])([F:32])[F:31])[CH:25]=4)[CH:18]=[CH:19][C:20]=3[CH3:21])[N:9]=2)=[CH:4][CH:3]=1.[CH3:35][NH2:36]. Product: [CH3:21][C:20]1[CH:19]=[CH:18][C:17]([NH:22][C:23](=[O:34])[C:24]2[CH:29]=[CH:28][CH:27]=[C:26]([C:30]([F:33])([F:31])[F:32])[CH:25]=2)=[CH:16][C:15]=1[NH:14][C:10]1[N:9]=[C:8]([C:5]2[CH:6]=[N:7][C:2]([NH:36][CH3:35])=[CH:3][CH:4]=2)[CH:13]=[CH:12][N:11]=1. The catalyst class is: 6. (9) Reactant: C(OC([N:8]([CH2:26][C@H:27]1[CH2:36][CH2:35][C:34]2[C:29](=[CH:30][CH:31]=[C:32]([CH2:37][C:38]3[CH:47]=[CH:46][C:41]([C:42]([O:44]C)=[O:43])=[CH:40][CH:39]=3)[CH:33]=2)[O:28]1)[CH2:9][C@@H:10]([C:20]1[CH:21]=[N:22][CH:23]=[CH:24][CH:25]=1)[O:11][SiH2]C(C)(C)C(C)(C)C)=O)(C)(C)C.[Li+].[OH-].CO.P(=O)(O)(O)O. Product: [OH:11][C@H:10]([C:20]1[CH:21]=[N:22][CH:23]=[CH:24][CH:25]=1)[CH2:9][NH:8][CH2:26][C@H:27]1[CH2:36][CH2:35][C:34]2[C:29](=[CH:30][CH:31]=[C:32]([CH2:37][C:38]3[CH:47]=[CH:46][C:41]([C:42]([OH:44])=[O:43])=[CH:40][CH:39]=3)[CH:33]=2)[O:28]1. The catalyst class is: 7. (10) Reactant: [NH2:1][C:2]1[N:7]=[CH:6][N:5]=[C:4]2[N:8]([CH:11]3[CH2:16][CH2:15][N:14]([CH2:17][C:18]4[CH:23]=[CH:22][C:21]([C:24]5[C:31]([C:32]6[CH:37]=[CH:36][CH:35]=[CH:34][CH:33]=6)=[CH:30][C:27]([C:28]#[N:29])=[CH:26][N:25]=5)=[CH:20][CH:19]=4)[CH2:13][CH2:12]3)[N:9]=[CH:10][C:3]=12.N[NH:39][C:40]([NH2:42])=[S:41].C(=O)(O)[O-].[Na+]. Product: [NH2:42][C:40]1[S:41][C:28]([C:27]2[CH:30]=[C:31]([C:32]3[CH:37]=[CH:36][CH:35]=[CH:34][CH:33]=3)[C:24]([C:21]3[CH:20]=[CH:19][C:18]([CH2:17][N:14]4[CH2:15][CH2:16][CH:11]([N:8]5[C:4]6=[N:5][CH:6]=[N:7][C:2]([NH2:1])=[C:3]6[CH:10]=[N:9]5)[CH2:12][CH2:13]4)=[CH:23][CH:22]=3)=[N:25][CH:26]=2)=[N:29][N:39]=1. The catalyst class is: 67.